From a dataset of Forward reaction prediction with 1.9M reactions from USPTO patents (1976-2016). Predict the product of the given reaction. (1) The product is: [CH:1]1([C@@H:7]([NH:9][C:10]([C:12]2[C:21]3[C:16](=[CH:17][CH:18]=[CH:19][CH:20]=3)[N:15]=[C:14]([C:22]3[CH:23]=[CH:24][CH:25]=[CH:26][CH:27]=3)[C:13]=2[CH2:28][N:29]2[CH2:34][CH2:33][N:32]([C:37](=[S:38])[NH:36][CH3:35])[CH2:31][CH2:30]2)=[O:11])[CH3:8])[CH2:6][CH2:5][CH2:4][CH2:3][CH2:2]1. Given the reactants [CH:1]1([C@@H:7]([NH:9][C:10]([C:12]2[C:21]3[C:16](=[CH:17][CH:18]=[CH:19][CH:20]=3)[N:15]=[C:14]([C:22]3[CH:27]=[CH:26][CH:25]=[CH:24][CH:23]=3)[C:13]=2[CH2:28][N:29]2[CH2:34][CH2:33][NH:32][CH2:31][CH2:30]2)=[O:11])[CH3:8])[CH2:6][CH2:5][CH2:4][CH2:3][CH2:2]1.[CH3:35][N:36]=[C:37]=[S:38], predict the reaction product. (2) Given the reactants [C:1]([O:5][C:6]([N:8]1[C:13](=[O:14])[CH:12]=[C:11](OS(C2C(C)=CC=CC=2)(=O)=O)[CH2:10][CH:9]1[C:26]([O:28][CH2:29][C:30]1[CH:35]=[CH:34][CH:33]=[CH:32][CH:31]=1)=[O:27])=[O:7])([CH3:4])([CH3:3])[CH3:2].[CH3:36][O:37][C:38]1[CH:43]=[CH:42][C:41](B(O)O)=[CH:40][CH:39]=1.P([O-])([O-])([O-])=O.[K+].[K+].[K+], predict the reaction product. The product is: [C:1]([O:5][C:6]([N:8]1[C:13](=[O:14])[CH:12]=[C:11]([C:41]2[CH:42]=[CH:43][C:38]([O:37][CH3:36])=[CH:39][CH:40]=2)[CH2:10][C@H:9]1[C:26]([O:28][CH2:29][C:30]1[CH:31]=[CH:32][CH:33]=[CH:34][CH:35]=1)=[O:27])=[O:7])([CH3:2])([CH3:3])[CH3:4]. (3) The product is: [NH2:1][C:2]([C:4]1[CH:5]=[N:6][C:7]2[C:12]([C:13]=1[NH:14][C:15]1[CH:16]=[C:17]([CH:23]=[CH:24][CH:25]=1)[C:18]([OH:20])=[O:19])=[CH:11][CH:10]=[C:9]([C:51]1[C:52]([O:61][CH3:62])=[N:53][C:54]([O:59][CH3:60])=[N:55][C:56]=1[O:57][CH3:58])[CH:8]=2)=[O:3]. Given the reactants [NH2:1][C:2]([C:4]1[CH:5]=[N:6][C:7]2[C:12]([C:13]=1[NH:14][C:15]1[CH:16]=[C:17]([CH:23]=[CH:24][CH:25]=1)[C:18]([O:20]CC)=[O:19])=[CH:11][CH:10]=[C:9](Br)[CH:8]=2)=[O:3].B1(B2OC(C)(C)C(C)(C)O2)OC(C)(C)C(C)(C)O1.C([O-])(=O)C.[K+].Br[C:51]1[C:52]([O:61][CH3:62])=[N:53][C:54]([O:59][CH3:60])=[N:55][C:56]=1[O:57][CH3:58].C(=O)(O)[O-].[Na+].[OH-].[Na+], predict the reaction product. (4) Given the reactants CN(C)CCCN=C=NCC.[N:12]1[CH:17]=[CH:16][CH:15]=[CH:14][C:13]=1[CH2:18][C:19]([N:21]1[C:29]2[C:24](=[CH:25][C:26]([NH2:30])=[CH:27][CH:28]=2)[CH2:23][CH2:22]1)=[O:20].[CH3:31][N:32]([CH3:46])[C:33]1[C:41]([C:42]([F:45])([F:44])[F:43])=[CH:40][CH:39]=[CH:38][C:34]=1[C:35](O)=[O:36].ON1C2C=CC=CC=2N=N1, predict the reaction product. The product is: [CH3:31][N:32]([CH3:46])[C:33]1[C:41]([C:42]([F:43])([F:44])[F:45])=[CH:40][CH:39]=[CH:38][C:34]=1[C:35]([NH:30][C:26]1[CH:25]=[C:24]2[C:29](=[CH:28][CH:27]=1)[N:21]([C:19](=[O:20])[CH2:18][C:13]1[CH:14]=[CH:15][CH:16]=[CH:17][N:12]=1)[CH2:22][CH2:23]2)=[O:36].